From a dataset of Full USPTO retrosynthesis dataset with 1.9M reactions from patents (1976-2016). Predict the reactants needed to synthesize the given product. (1) Given the product [C:1]([C:3]1[CH:4]=[CH:5][C:6]([O:11][C:12]2[CH:17]=[CH:16][CH:15]=[C:14]([C:18]([F:21])([F:20])[F:19])[CH:13]=2)=[C:7]([CH:10]=1)[C:8]#[N:9])#[CH:24], predict the reactants needed to synthesize it. The reactants are: [CH:1]([C:3]1[CH:4]=[CH:5][C:6]([O:11][C:12]2[CH:17]=[CH:16][CH:15]=[C:14]([C:18]([F:21])([F:20])[F:19])[CH:13]=2)=[C:7]([CH:10]=1)[C:8]#[N:9])=O.[N+](=[C:24](P(=O)(OC)OC)C(=O)C)=[N-].C(=O)([O-])[O-].[K+].[K+]. (2) The reactants are: [CH3:1][N:2]1[C:7]2[CH:8]=[CH:9][CH:10]=[C:11]([CH2:12][CH:13]3[CH2:18][CH2:17][NH:16][CH2:15][CH2:14]3)[C:6]=2[O:5][CH2:4][C:3]1=[O:19].Br[CH2:21][CH2:22][O:23][C:24]1[CH:33]=[CH:32][CH:31]=[C:30]2[C:25]=1[CH:26]=[CH:27][C:28]([CH3:34])=[N:29]2. Given the product [CH3:1][N:2]1[C:7]2[CH:8]=[CH:9][CH:10]=[C:11]([CH2:12][CH:13]3[CH2:18][CH2:17][N:16]([CH2:21][CH2:22][O:23][C:24]4[CH:33]=[CH:32][CH:31]=[C:30]5[C:25]=4[CH:26]=[CH:27][C:28]([CH3:34])=[N:29]5)[CH2:15][CH2:14]3)[C:6]=2[O:5][CH2:4][C:3]1=[O:19], predict the reactants needed to synthesize it. (3) Given the product [CH:1]([O:4][C:5]([N:7]1[CH2:12][CH2:11][CH:10]([O:13][C:14]2[C:19]([C:20]#[N:21])=[C:18]([NH:22][C:23]3[CH:28]=[CH:27][C:26]([O:34][CH2:31][CH2:32][CH3:33])=[CH:25][C:24]=3[F:30])[N:17]=[CH:16][N:15]=2)[CH2:9][CH2:8]1)=[O:6])([CH3:3])[CH3:2], predict the reactants needed to synthesize it. The reactants are: [CH:1]([O:4][C:5]([N:7]1[CH2:12][CH2:11][CH:10]([O:13][C:14]2[C:19]([C:20]#[N:21])=[C:18]([NH:22][C:23]3[CH:28]=[CH:27][C:26](I)=[CH:25][C:24]=3[F:30])[N:17]=[CH:16][N:15]=2)[CH2:9][CH2:8]1)=[O:6])([CH3:3])[CH3:2].[CH2:31]([OH:34])[CH2:32][CH3:33].N1C2C(=CC=C3C=2N=CC=C3)C=CC=1.C(=O)([O-])[O-].[Cs+].[Cs+].